From a dataset of Forward reaction prediction with 1.9M reactions from USPTO patents (1976-2016). Predict the product of the given reaction. Given the reactants [NH:1]1[CH2:6][CH2:5][O:4][CH2:3][CH2:2]1.C(N(CC)CC)C.[Br:14][C:15]1[CH:16]=[C:17]2[C:22](=[CH:23][CH:24]=1)[N:21]=[CH:20][C:19]([C:25](Cl)=[O:26])=[C:18]2[Cl:28], predict the reaction product. The product is: [Br:14][C:15]1[CH:16]=[C:17]2[C:22](=[CH:23][CH:24]=1)[N:21]=[CH:20][C:19]([C:25]([N:1]1[CH2:6][CH2:5][O:4][CH2:3][CH2:2]1)=[O:26])=[C:18]2[Cl:28].